From a dataset of Full USPTO retrosynthesis dataset with 1.9M reactions from patents (1976-2016). Predict the reactants needed to synthesize the given product. (1) Given the product [Br:11][C:4]1[CH:5]=[C:6]([CH:9]=[CH:10][C:3]=1[CH:2]1[C:12]2[C:17](=[O:18])[CH2:16][CH2:15][CH2:14][C:13]=2[N:19]([C:20]2[CH:25]=[CH:24][CH:23]=[C:22]([C:26]([F:29])([F:27])[F:28])[CH:21]=2)[C:37](=[O:38])[NH:1]1)[C:7]#[N:8], predict the reactants needed to synthesize it. The reactants are: [NH2:1][CH:2]([C:12]1[C:17](=[O:18])[CH2:16][CH2:15][CH2:14][C:13]=1[NH:19][C:20]1[CH:25]=[CH:24][CH:23]=[C:22]([C:26]([F:29])([F:28])[F:27])[CH:21]=1)[C:3]1[CH:10]=[CH:9][C:6]([C:7]#[N:8])=[CH:5][C:4]=1[Br:11].C(N(CC)CC)C.[C:37](N1C=CN=C1)(N1C=CN=C1)=[O:38]. (2) Given the product [CH2:7]([O:9][C:10](=[O:17])[CH:11]([N:12]1[N:13]=[CH:14][CH:15]=[N:16]1)[CH2:19][C:20]#[C:21][CH2:22][CH2:23][CH2:24][C:25]1[N:26]=[C:27]([C:31]2[CH:32]=[CH:33][CH:34]=[CH:35][CH:36]=2)[O:28][C:29]=1[CH3:30])[CH3:8], predict the reactants needed to synthesize it. The reactants are: CC(C)([O-])C.[K+].[CH2:7]([O:9][C:10](=[O:17])[CH2:11][N:12]1[N:16]=[CH:15][CH:14]=[N:13]1)[CH3:8].Br[CH2:19][C:20]#[C:21][CH2:22][CH2:23][CH2:24][C:25]1[N:26]=[C:27]([C:31]2[CH:36]=[CH:35][CH:34]=[CH:33][CH:32]=2)[O:28][C:29]=1[CH3:30].Cl. (3) Given the product [C:22]([C:25]1[S:29][C:28]2[CH:30]=[CH:31][CH:32]=[C:33]([C:6]3[CH:7]=[C:8]([CH:10]([CH3:12])[CH3:11])[CH:9]=[C:4]([CH:1]([CH3:2])[CH3:3])[C:5]=3[O:16][CH2:17][C:18]([F:19])([F:20])[F:21])[C:27]=2[CH:26]=1)(=[O:24])[CH3:23], predict the reactants needed to synthesize it. The reactants are: [CH:1]([C:4]1[C:5]([O:16][CH2:17][C:18]([F:21])([F:20])[F:19])=[C:6](B(O)O)[CH:7]=[C:8]([CH:10]([CH3:12])[CH3:11])[CH:9]=1)([CH3:3])[CH3:2].[C:22]([C:25]1[S:29][C:28]2[CH:30]=[CH:31][CH:32]=[C:33](I)[C:27]=2[CH:26]=1)(=[O:24])[CH3:23].C(=O)([O-])[O-].[Na+].[Na+].O. (4) Given the product [Br:31][C:32]1[N:3]=[N:2][N:1]([C@@H:4]2[C@H:9]([NH:10][C:11]([C:13]3[NH:14][C:15]([CH3:20])=[C:16]([Cl:19])[C:17]=3[Cl:18])=[O:12])[CH2:8][CH2:7][N:6]([C:21]([O:23][CH2:24][C:25]3[CH:30]=[CH:29][CH:28]=[CH:27][CH:26]=3)=[O:22])[CH2:5]2)[CH:33]=1, predict the reactants needed to synthesize it. The reactants are: [N:1]([C@@H:4]1[C@H:9]([NH:10][C:11]([C:13]2[NH:14][C:15]([CH3:20])=[C:16]([Cl:19])[C:17]=2[Cl:18])=[O:12])[CH2:8][CH2:7][N:6]([C:21]([O:23][CH2:24][C:25]2[CH:30]=[CH:29][CH:28]=[CH:27][CH:26]=2)=[O:22])[CH2:5]1)=[N+:2]=[N-:3].[Br:31][CH:32](Cl)[CH2:33]S(Cl)(=O)=O. (5) Given the product [CH3:11][O:12][C:13]1[CH:18]=[CH:17][C:16]2[NH:19][C:6]3[CH2:5][CH2:4][NH:3][CH2:8][C:7]=3[C:15]=2[CH:14]=1, predict the reactants needed to synthesize it. The reactants are: Cl.O.[NH:3]1[CH2:8][CH2:7][C:6](=O)[CH2:5][CH2:4]1.Cl.[CH3:11][O:12][C:13]1[CH:18]=[CH:17][C:16]([NH:19]N)=[CH:15][CH:14]=1. (6) Given the product [F:39][CH2:40][CH:41]1[CH2:44][N:43]([CH2:45][CH2:46][O:1][C:2]2[CH:7]=[CH:6][C:5]([CH:8]3[CH:17]([C:18]4[CH:19]=[CH:20][C:21]([O:24][CH:25]5[CH2:30][CH2:29][CH2:28][CH2:27][O:26]5)=[CH:22][CH:23]=4)[C:16](=[O:31])[C:15]4[C:10](=[CH:11][C:12]([O:32][CH:33]5[CH2:38][CH2:37][CH2:36][CH2:35][O:34]5)=[CH:13][CH:14]=4)[O:9]3)=[CH:4][CH:3]=2)[CH2:42]1, predict the reactants needed to synthesize it. The reactants are: [OH:1][C:2]1[CH:7]=[CH:6][C:5]([CH:8]2[CH:17]([C:18]3[CH:23]=[CH:22][C:21]([O:24][CH:25]4[CH2:30][CH2:29][CH2:28][CH2:27][O:26]4)=[CH:20][CH:19]=3)[C:16](=[O:31])[C:15]3[C:10](=[CH:11][C:12]([O:32][CH:33]4[CH2:38][CH2:37][CH2:36][CH2:35][O:34]4)=[CH:13][CH:14]=3)[O:9]2)=[CH:4][CH:3]=1.[F:39][CH2:40][CH:41]1[CH2:44][N:43]([CH2:45][CH2:46]O)[CH2:42]1.C1(P(C2C=CC=CC=2)C2C=CC=CC=2)C=CC=CC=1.N(C(OCC)=O)=NC(OCC)=O. (7) Given the product [CH2:45]([CH:22]([CH2:23][CH2:24][CH2:25][CH2:26][CH2:21][CH3:31])[CH2:17][O:16][C:8]1[C:9]2[S:15][CH:14]=[CH:13][C:10]=2[C:11]2[CH:12]=[C:3]([O:2][CH2:1][CH:36]([CH2:32][CH2:33][CH2:34][CH3:35])[CH2:39][CH2:40][CH2:41][CH2:42][CH2:43][CH3:44])[C:4]3[S:20][CH:19]=[CH:18][C:5]=3[C:6]=2[CH:7]=1)[CH2:46][CH2:47][CH3:48], predict the reactants needed to synthesize it. The reactants are: [CH3:1][O:2][C:3]1[C:4]2[S:20][CH:19]=[CH:18][C:5]=2[C:6]2[CH:7]=[C:8]([O:16][CH3:17])[C:9]3[S:15][CH:14]=[CH:13][C:10]=3[C:11]=2[CH:12]=1.[C:21]1([CH3:31])[CH:26]=[CH:25][C:24](S(O)(=O)=O)=[CH:23][CH:22]=1.[CH2:32]([CH:36]([CH2:39][CH2:40][CH2:41][CH2:42][CH2:43][CH3:44])CO)[CH2:33][CH2:34][CH3:35].[CH3:45][CH2:46][CH2:47][CH2:48]CC.